Dataset: Reaction yield outcomes from USPTO patents with 853,638 reactions. Task: Predict the reaction yield, written as a fraction of the theoretical maximum amount of product (1.0 means a 100% yield; for example, 0.34 means a 34% yield). (1) The reactants are [H-].[Na+].[O:3]1[CH2:8][CH2:7][CH:6]([OH:9])[CH2:5][CH2:4]1.Cl[C:11]1[N:12]=[N:13][C:14]([Cl:23])=[CH:15][C:16]=1[N:17]1[CH2:22][CH2:21][O:20][CH2:19][CH2:18]1. The catalyst is C1COCC1. The product is [Cl:23][C:14]1[N:13]=[N:12][C:11]([O:9][CH:6]2[CH2:7][CH2:8][O:3][CH2:4][CH2:5]2)=[C:16]([N:17]2[CH2:22][CH2:21][O:20][CH2:19][CH2:18]2)[CH:15]=1. The yield is 0.750. (2) The reactants are C[O:2][C:3](=[O:24])/[C:4](/[C:11]1[CH:16]=[CH:15][C:14]([N:17]2[C:21]([CH3:22])=[N:20][N:19]=[N:18]2)=[C:13]([F:23])[CH:12]=1)=[CH:5]/[CH:6]1[CH2:10][CH2:9][CH2:8][CH2:7]1.[OH-].[Na+]. The catalyst is C(O)C. The product is [CH:6]1(/[CH:5]=[C:4](\[C:11]2[CH:16]=[CH:15][C:14]([N:17]3[C:21]([CH3:22])=[N:20][N:19]=[N:18]3)=[C:13]([F:23])[CH:12]=2)/[C:3]([OH:24])=[O:2])[CH2:10][CH2:9][CH2:8][CH2:7]1. The yield is 1.00. (3) The reactants are F[C:2]1[CH:9]=[CH:8][CH:7]=[CH:6][C:3]=1[CH:4]=[O:5].[CH3:10][S:11]([OH:13])=[O:12]. The catalyst is CS(C)=O. The product is [CH3:10][S:11]([C:2]1[CH:9]=[CH:8][CH:7]=[CH:6][C:3]=1[CH:4]=[O:5])(=[O:13])=[O:12]. The yield is 0.500. (4) The reactants are [CH:1]1([O:4][C:5]2[CH:6]=[C:7]([C:15]3[N:32](COCC[Si](C)(C)C)[C:18]4[CH:19]=[N:20][N:21]([CH2:24][O:25][CH2:26][CH2:27][Si:28]([CH3:31])([CH3:30])[CH3:29])[C:22](=[O:23])[C:17]=4[C:16]=3[CH2:41][CH:42]3[CH2:44][CH2:43]3)[CH:8]=[CH:9][C:10]=2[O:11][CH:12]([F:14])[F:13])[CH2:3][CH2:2]1.C1(OC2C=C(C3N(COCC[Si](C)(C)C)C4C=NN(COCC[Si](C)(C)C)C(=O)C=4C=3C)C=CC=2OC(F)F)CC1. No catalyst specified. The product is [CH:1]1([O:4][C:5]2[CH:6]=[C:7]([C:15]3[NH:32][C:18]4[CH:19]=[N:20][N:21]([CH2:24][O:25][CH2:26][CH2:27][Si:28]([CH3:30])([CH3:31])[CH3:29])[C:22](=[O:23])[C:17]=4[C:16]=3[CH2:41][CH:42]3[CH2:44][CH2:43]3)[CH:8]=[CH:9][C:10]=2[O:11][CH:12]([F:14])[F:13])[CH2:2][CH2:3]1. The yield is 0.700. (5) The reactants are [Br:1][C:2]1[CH:7]=[C:6]([F:8])[C:5]([CH2:9][C:10](O)=[O:11])=[C:4]([F:13])[CH:3]=1.S(Cl)([Cl:16])=O.CN(C=O)C. No catalyst specified. The product is [Br:1][C:2]1[CH:7]=[C:6]([F:8])[C:5]([CH2:9][C:10]([Cl:16])=[O:11])=[C:4]([F:13])[CH:3]=1. The yield is 0.696. (6) The reactants are N[C:2]1[C:6]([C@H:7]2[C:11]([CH3:12])=[CH:10][CH:9]([CH2:13][O:14][C:15]([C:28]3[CH:33]=[CH:32][CH:31]=[CH:30][CH:29]=3)([C:22]3[CH:27]=[CH:26][CH:25]=[CH:24][CH:23]=3)[C:16]3[CH:21]=[CH:20][CH:19]=[CH:18][CH:17]=3)[O:8]2)=[CH:5][O:4][C:3]=1[C:34]#[N:35].C(O)(=O)C.[CH:40]([NH2:42])=[NH:41]. The catalyst is CCO. The product is [CH3:12][C:11]1[C@H:7]([C:6]2[C:2]3[N:41]=[CH:40][N:42]=[C:34]([NH2:35])[C:3]=3[O:4][CH:5]=2)[O:8][CH:9]([CH2:13][O:14][C:15]([C:16]2[CH:17]=[CH:18][CH:19]=[CH:20][CH:21]=2)([C:28]2[CH:33]=[CH:32][CH:31]=[CH:30][CH:29]=2)[C:22]2[CH:23]=[CH:24][CH:25]=[CH:26][CH:27]=2)[CH:10]=1. The yield is 0.780.